This data is from Forward reaction prediction with 1.9M reactions from USPTO patents (1976-2016). The task is: Predict the product of the given reaction. (1) The product is: [CH3:1][O:2][C:3]1[CH:11]=[CH:10][C:6]([C:7]([NH:24][CH:20]2[C:21]3[C:17](=[CH:16][C:15]([O:14][CH3:13])=[CH:23][CH:22]=3)[CH2:18][CH2:19]2)=[O:9])=[CH:5][C:4]=1[CH3:12]. Given the reactants [CH3:1][O:2][C:3]1[CH:11]=[CH:10][C:6]([C:7]([OH:9])=O)=[CH:5][C:4]=1[CH3:12].[CH3:13][O:14][C:15]1[CH:16]=[C:17]2[C:21](=[CH:22][CH:23]=1)[CH:20]([NH2:24])[CH2:19][CH2:18]2, predict the reaction product. (2) The product is: [C:24]12([NH:34][C:4]3[C:5]([F:13])=[C:6]([F:12])[C:7]([S:8]([NH2:11])(=[O:9])=[O:10])=[C:2]([F:1])[C:3]=3[F:15])[CH2:31][CH:30]3[CH2:29][CH:28]([CH2:27][CH:26]([CH2:32]3)[CH2:25]1)[CH2:33]2. Given the reactants [F:1][C:2]1[C:7]([S:8]([NH2:11])(=[O:10])=[O:9])=[C:6]([F:12])[C:5]([F:13])=[C:4](F)[C:3]=1[F:15].CCN(CC)CC.Cl.[C:24]12([NH2:34])[CH2:33][CH:28]3[CH2:29][CH:30]([CH2:32][CH:26]([CH2:27]3)[CH2:25]1)[CH2:31]2.CS(C)=O, predict the reaction product. (3) Given the reactants [NH2:1][C:2]1[CH:10]=[CH:9][C:8]([C:11]#[N:12])=[CH:7][C:3]=1[C:4]([OH:6])=[O:5].C(=O)([O-])[O-].[Cs+].[Cs+].CN(C=O)C.[CH2:24](Br)[C:25]1[CH:30]=[CH:29][CH:28]=[CH:27][CH:26]=1, predict the reaction product. The product is: [NH2:1][C:2]1[CH:10]=[CH:9][C:8]([C:11]#[N:12])=[CH:7][C:3]=1[C:4]([O:6][CH2:24][C:25]1[CH:30]=[CH:29][CH:28]=[CH:27][CH:26]=1)=[O:5]. (4) The product is: [CH3:1][C:2]1[C:3]([Se:16][C:17]2[CH:27]=[CH:26][C:20]([C:21]([OH:23])=[O:22])=[CH:19][N:18]=2)=[CH:4][C:5]2[C:6]([CH3:15])([CH3:14])[CH2:7][CH2:8][C:9]([CH3:12])([CH3:13])[C:10]=2[CH:11]=1. Given the reactants [CH3:1][C:2]1[C:3]([Se:16][C:17]2[CH:27]=[CH:26][C:20]([C:21]([O:23]CC)=[O:22])=[CH:19][N:18]=2)=[CH:4][C:5]2[C:6]([CH3:15])([CH3:14])[CH2:7][CH2:8][C:9]([CH3:13])([CH3:12])[C:10]=2[CH:11]=1.[OH-].[Na+], predict the reaction product. (5) Given the reactants [CH2:1]([C:3]1[C:13]([CH2:14][C:15]2[CH:20]=[CH:19][C:18]([N+:21]#[N:22])=[CH:17][CH:16]=2)=[C:6]2[N:7]=[C:8]([CH3:12])[CH:9]=[C:10]([CH3:11])[N:5]2[N:4]=1)[CH3:2].[Sn](Cl)Cl, predict the reaction product. The product is: [CH2:1]([C:3]1[C:13]([CH2:14][C:15]2[CH:16]=[CH:17][C:18]([NH:21][NH2:22])=[CH:19][CH:20]=2)=[C:6]2[N:7]=[C:8]([CH3:12])[CH:9]=[C:10]([CH3:11])[N:5]2[N:4]=1)[CH3:2]. (6) Given the reactants [CH2:1]([C:4]1[NH:8][C:7]2[CH:9]=[CH:10][CH:11]=[CH:12][C:6]=2[N:5]=1)[CH2:2][CH3:3].Br[CH2:14][C:15]1[CH:35]=[CH:34][C:18]2/[C:19](=[C:30](/[CH3:33])\[C:31]#[N:32])/[C:20]3[C:27]([F:28])=[CH:26][C:25]([F:29])=[CH:24][C:21]=3[O:22][CH2:23][C:17]=2[CH:16]=1, predict the reaction product. The product is: [F:28][C:27]1[C:20]2/[C:19](=[C:30](\[CH3:33])/[C:31]#[N:32])/[C:18]3[CH:34]=[CH:35][C:15]([CH2:14][N:8]4[C:7]5[CH:9]=[CH:10][CH:11]=[CH:12][C:6]=5[N:5]=[C:4]4[CH2:1][CH2:2][CH3:3])=[CH:16][C:17]=3[CH2:23][O:22][C:21]=2[CH:24]=[C:25]([F:29])[CH:26]=1. (7) Given the reactants [Li+].CC([N-]C(C)C)C.[F:9][C:10]1[CH:11]=[C:12]([C@:17]2([CH2:27][N:28]3[CH:32]=[N:31][CH:30]=[N:29]3)[C@@H:19]([C:20]3[CH:25]=[CH:24][CH:23]=[CH:22][C:21]=3[CH3:26])[O:18]2)[CH:13]=[CH:14][C:15]=1[F:16].[CH3:33][S:34]SC.[Cl-].[NH4+], predict the reaction product. The product is: [F:9][C:10]1[CH:11]=[C:12]([C@:17]2([CH2:27][N:28]3[C:32]([S:34][CH3:33])=[N:31][CH:30]=[N:29]3)[C@@H:19]([C:20]3[CH:25]=[CH:24][CH:23]=[CH:22][C:21]=3[CH3:26])[O:18]2)[CH:13]=[CH:14][C:15]=1[F:16]. (8) Given the reactants [CH2:1]([O:3][C:4]([C:6]1[C:7]2[S:14][CH:13]=[C:12]([CH2:15][O:16][C:17]3[CH:22]=[CH:21][CH:20]=[C:19]([NH2:23])[CH:18]=3)[C:8]=2[CH:9]=[N:10][CH:11]=1)=[O:5])[CH3:2].[C:24](Cl)(=[O:33])[C:25]1[C:26]([O:31][CH3:32])=[CH:27][CH:28]=[CH:29][CH:30]=1, predict the reaction product. The product is: [CH2:1]([O:3][C:4]([C:6]1[C:7]2[S:14][CH:13]=[C:12]([CH2:15][O:16][C:17]3[CH:22]=[CH:21][CH:20]=[C:19]([NH:23][C:24](=[O:33])[C:25]4[CH:30]=[CH:29][CH:28]=[CH:27][C:26]=4[O:31][CH3:32])[CH:18]=3)[C:8]=2[CH:9]=[N:10][CH:11]=1)=[O:5])[CH3:2]. (9) Given the reactants Br[C:2]1[CH:24]=[C:23]([F:25])[CH:22]=[CH:21][C:3]=1[O:4][CH2:5][C:6]([N:8]([CH:18]([CH3:20])[CH3:19])[NH:9][C:10](=[O:17])[C:11]1[CH:16]=[CH:15][CH:14]=[CH:13][CH:12]=1)=[O:7].C([O-])([O-])=O.[Na+].[Na+].[N+:32]([C:35]1[CH:40]=[CH:39][CH:38]=[CH:37][C:36]=1B(O)O)([O-:34])=[O:33], predict the reaction product. The product is: [F:25][C:23]1[CH:22]=[CH:21][C:3]([O:4][CH2:5][C:6]([N:8]([CH:18]([CH3:20])[CH3:19])[NH:9][C:10](=[O:17])[C:11]2[CH:16]=[CH:15][CH:14]=[CH:13][CH:12]=2)=[O:7])=[C:2]([C:36]2[CH:37]=[CH:38][CH:39]=[CH:40][C:35]=2[N+:32]([O-:34])=[O:33])[CH:24]=1.